From a dataset of Full USPTO retrosynthesis dataset with 1.9M reactions from patents (1976-2016). Predict the reactants needed to synthesize the given product. (1) Given the product [C:1]([OH:8])(=[O:7])/[CH:2]=[CH:3]\[C:4]([OH:6])=[O:5].[C:9]1([C:15]2[S:16][C:17]3[CH:23]=[C:22]([NH:24][C:25](=[NH:27])[CH3:26])[CH:21]=[CH:20][C:18]=3[N:19]=2)[CH:10]=[CH:11][CH:12]=[CH:13][CH:14]=1, predict the reactants needed to synthesize it. The reactants are: [C:1]([OH:8])(=[O:7])/[CH:2]=[CH:3]\[C:4]([OH:6])=[O:5].[C:9]1([C:15]2[S:16][C:17]3[CH:23]=[C:22]([NH:24][C:25](=[NH:27])[CH3:26])[CH:21]=[CH:20][C:18]=3[N:19]=2)[CH:14]=[CH:13][CH:12]=[CH:11][CH:10]=1. (2) Given the product [Cl:1][C:2]1[CH:11]=[C:10]2[C:5]([CH:6]=[CH:7][C:8](/[CH:12]=[CH:13]/[C:14]3[CH:15]=[C:16]([C@@H:20]([I:37])[CH2:21][CH2:22][C:23]4[CH:32]=[CH:31][CH:30]=[CH:29][C:24]=4[C:25]([O:27][CH3:28])=[O:26])[CH:17]=[CH:18][CH:19]=3)=[N:9]2)=[CH:4][CH:3]=1, predict the reactants needed to synthesize it. The reactants are: [Cl:1][C:2]1[CH:11]=[C:10]2[C:5]([CH:6]=[CH:7][C:8](/[CH:12]=[CH:13]/[C:14]3[CH:15]=[C:16]([C@@H:20](O)[CH2:21][CH2:22][C:23]4[CH:32]=[CH:31][CH:30]=[CH:29][C:24]=4[C:25]([O:27][CH3:28])=[O:26])[CH:17]=[CH:18][CH:19]=3)=[N:9]2)=[CH:4][CH:3]=1.C(#N)C.[I-:37].[Na+].C[Si](C)(C)Cl. (3) Given the product [C:3]([S:6][C@@H:7]([CH3:14])[C@@H:8]([CH3:13])[C:9]([OH:11])=[O:10])(=[O:5])[CH3:4], predict the reactants needed to synthesize it. The reactants are: [I-].[Li+].[C:3]([S:6][C@@H:7]([CH3:14])[C@@H:8]([CH3:13])[C:9]([O:11]C)=[O:10])(=[O:5])[CH3:4].O. (4) Given the product [CH:2]([C:3]1[S:4][C:5]([C:13]2[CH:18]=[CH:17][CH:16]=[CH:15][CH:14]=2)=[C:6]([C:8]([O:10][CH2:11][CH3:12])=[O:9])[N:7]=1)=[O:23], predict the reactants needed to synthesize it. The reactants are: Br[CH:2](Br)[C:3]1[S:4][C:5]([C:13]2[CH:18]=[CH:17][CH:16]=[CH:15][CH:14]=2)=[C:6]([C:8]([O:10][CH2:11][CH3:12])=[O:9])[N:7]=1.Cl.CC[OH:23].